Dataset: Full USPTO retrosynthesis dataset with 1.9M reactions from patents (1976-2016). Task: Predict the reactants needed to synthesize the given product. (1) Given the product [OH:13][CH2:12][C:9]1[CH:10]=[C:11]2[C:6](=[CH:7][CH:8]=1)[N:5]=[CH:4][CH:3]=[C:2]2[C:14]#[N:15], predict the reactants needed to synthesize it. The reactants are: Cl[C:2]1[C:11]2[C:6](=[CH:7][CH:8]=[C:9]([CH2:12][OH:13])[CH:10]=2)[N:5]=[CH:4][CH:3]=1.[CH3:14][N:15](C=O)C. (2) Given the product [CH2:1]([S:3]([C:6]1[CH:14]=[C:13]2[C:9]([C:10]([CH3:18])([CH3:19])[CH2:11][NH:12]2)=[CH:8][CH:7]=1)(=[O:4])=[O:5])[CH3:2], predict the reactants needed to synthesize it. The reactants are: [CH2:1]([S:3]([C:6]1[CH:14]=[C:13]2[C:9]([C:10]([CH3:19])([CH3:18])[CH2:11][N:12]2C(=O)C)=[CH:8][CH:7]=1)(=[O:5])=[O:4])[CH3:2].Cl. (3) Given the product [CH3:10][CH:9]1[CH2:15][O:17][B:6]([OH:5])[C:7]2[CH:26]=[C:21]([N+:18]([O-:20])=[O:19])[CH:22]=[CH:23][C:8]1=2, predict the reactants needed to synthesize it. The reactants are: [N+]([O-])(O)=O.[O:5]1[CH:10]=[CH:9][CH:8]=[C:7](O)[BH:6]1.C(#N)C.[C:15](=[O:17])=O.[N+:18]([C:21]1[CH:26]=CC=[CH:23][CH:22]=1)([O-:20])=[O:19]. (4) Given the product [OH2:7].[OH:34][CH2:33][CH2:32][CH2:31][N:15]1[C:14](=[O:24])[C:13]2([CH2:12][CH2:11][N:10]([C:8]([O:7][C:3]([CH3:6])([CH3:4])[CH3:5])=[O:9])[CH2:26][CH2:25]2)[N:17]([C:18]2[CH:23]=[CH:22][CH:21]=[CH:20][CH:19]=2)[CH2:16]1.[OH:45][CH2:38][CH2:37][CH2:36][N:15]1[C:14](=[O:24])[C:13]2([CH2:12][CH2:11][N:10]([C:8]([O:7][C:3]([CH3:6])([CH3:4])[CH3:5])=[O:9])[CH2:26][CH2:25]2)[N:17]([C:18]2[CH:23]=[CH:22][CH:21]=[CH:20][CH:19]=2)[CH2:16]1, predict the reactants needed to synthesize it. The reactants are: [H-].[Na+].[C:3]([O:7][C:8]([N:10]1[CH2:26][CH2:25][C:13]2([N:17]([C:18]3[CH:23]=[CH:22][CH:21]=[CH:20][CH:19]=3)[CH2:16][NH:15][C:14]2=[O:24])[CH2:12][CH2:11]1)=[O:9])([CH3:6])([CH3:5])[CH3:4].[H-].[H][H].Br[CH2:31][CH2:32][CH2:33][OH:34].C1C2(CCCCC2)[C:38](=[O:45])[CH2:37][CH2:36]1. (5) Given the product [C:23]([O:27][C:28]([N:30]1[CH2:31][CH2:32][C:33]([OH:36])([C:37]2[CH:42]=[CH:41][CH:40]=[CH:39][C:38]=2[SH:44])[CH2:34][CH2:35]1)=[O:29])([CH3:26])([CH3:24])[CH3:25], predict the reactants needed to synthesize it. The reactants are: BrC1C=CC=CC=1S.C(OC(N1CCC(=O)CC1)=O)(C)(C)C.[C:23]([O:27][C:28]([N:30]1[CH2:35][CH2:34][C:33]([C:37]2[CH:42]=[C:41](F)[CH:40]=[CH:39][C:38]=2[SH:44])([OH:36])[CH2:32][CH2:31]1)=[O:29])([CH3:26])([CH3:25])[CH3:24]. (6) Given the product [Cl:14][C:15]1[C:23]2[N:22]=[C:21]([CH3:24])[N:20]([C:25]3[CH:30]=[CH:29][CH:28]=[C:27]([O:31][C:2]4[CH:7]=[CH:6][CH:5]=[C:4]([S:8]([CH:11]([CH3:13])[CH3:12])(=[O:10])=[O:9])[CH:3]=4)[CH:26]=3)[C:19]=2[CH:18]=[CH:17][CH:16]=1, predict the reactants needed to synthesize it. The reactants are: F[C:2]1[CH:7]=[CH:6][CH:5]=[C:4]([S:8]([CH:11]([CH3:13])[CH3:12])(=[O:10])=[O:9])[CH:3]=1.[Cl:14][C:15]1[C:23]2[N:22]=[C:21]([CH3:24])[N:20]([C:25]3[CH:26]=[C:27]([OH:31])[CH:28]=[CH:29][CH:30]=3)[C:19]=2[CH:18]=[CH:17][CH:16]=1. (7) Given the product [C:35]([N:12]1[C:11]2[N:10]=[CH:9][C:8]([C:7]3[C:2]([Cl:1])=[C:3]([CH2:18][O:19][CH:20]4[CH2:25][CH2:24][N:23]([C:26](=[O:28])[CH3:27])[CH2:22][CH2:21]4)[CH:4]=[N:5][CH:6]=3)=[CH:17][C:16]=2[CH2:15][CH2:14][CH2:13]1)(=[O:37])[CH3:36], predict the reactants needed to synthesize it. The reactants are: [Cl:1][C:2]1[C:7]([C:8]2[CH:9]=[N:10][C:11]3[NH:12][CH2:13][CH2:14][CH2:15][C:16]=3[CH:17]=2)=[CH:6][N:5]=[CH:4][C:3]=1[CH2:18][O:19][CH:20]1[CH2:25][CH2:24][N:23]([C:26](=[O:28])[CH3:27])[CH2:22][CH2:21]1.N1C=CC=CC=1.[C:35](Cl)(=[O:37])[CH3:36].C([O-])(O)=O.[Na+]. (8) Given the product [S:10]=[C:24]1[C@@:29]([O:35][C:36]2[CH:41]=[C:40]([F:42])[C:39]([F:43])=[C:38]([F:44])[CH:37]=2)([C:30]([O:32][CH2:33][CH3:34])=[O:31])[CH2:28][CH2:27][CH2:26][NH:25]1, predict the reactants needed to synthesize it. The reactants are: COC1C=CC(P2(SP(C3C=CC(OC)=CC=3)(=S)S2)=[S:10])=CC=1.O=[C:24]1[C@@:29]([O:35][C:36]2[CH:41]=[C:40]([F:42])[C:39]([F:43])=[C:38]([F:44])[CH:37]=2)([C:30]([O:32][CH2:33][CH3:34])=[O:31])[CH2:28][CH2:27][CH2:26][NH:25]1. (9) Given the product [Cl:17][C:18]1[C:23]([Cl:24])=[CH:22][CH:21]=[CH:20][C:19]=1[N:25]1[CH2:31][CH2:30][CH2:29][N:28]([CH2:32][CH2:33][CH2:34][CH2:35][O:36][C:37]2[CH:46]=[C:45]3[C:40]([CH:41]=[N:11][NH:44]3)=[CH:39][CH:38]=2)[CH2:27][CH2:26]1, predict the reactants needed to synthesize it. The reactants are: BrCCCOC1C=CC2SC=[N:11]C=2C=1.[Na+].[I-].[Cl:17][C:18]1[C:23]([Cl:24])=[CH:22][CH:21]=[CH:20][C:19]=1[N:25]1[CH2:31][CH2:30][CH2:29][N:28]([CH2:32][CH2:33][CH2:34][CH2:35][O:36][C:37]2[CH:46]=[C:45]3[C:40]([CH2:41]CC(=O)[NH:44]3)=[CH:39][CH:38]=2)[CH2:27][CH2:26]1.CCN(C(C)C)C(C)C. (10) Given the product [CH3:20][C:16]1[CH:17]=[C:18]2[C:13](=[C:14]([NH:21][CH:22]3[CH2:31][CH2:30][C:25](=[O:26])[CH2:24][CH2:23]3)[CH:15]=1)[NH:12][C:11]([C:8]1[S:9][CH2:10][C@@H:6]([CH2:5][C:4]([OH:32])=[O:3])[N:7]=1)=[CH:19]2, predict the reactants needed to synthesize it. The reactants are: C([O:3][C:4](=[O:32])[CH2:5][C@@H:6]1[CH2:10][S:9][C:8]([C:11]2[NH:12][C:13]3[C:18]([CH:19]=2)=[CH:17][C:16]([CH3:20])=[CH:15][C:14]=3[NH:21][CH:22]2[CH2:31][CH2:30][C:25]3(OCC[O:26]3)[CH2:24][CH2:23]2)=[N:7]1)C.Cl.